From a dataset of Full USPTO retrosynthesis dataset with 1.9M reactions from patents (1976-2016). Predict the reactants needed to synthesize the given product. (1) Given the product [CH2:1]([N:8]1[C:20]2[C:19]3[CH:18]=[C:17]([O:21][CH3:22])[C:16]([C:23]4[C:24]([CH3:29])=[N:25][O:26][C:27]=4[CH3:28])=[CH:15][C:14]=3[N:13]=[C:12]([C:30]([OH:32])=[O:31])[C:11]=2[O:10][C:9]1=[O:35])[C:2]1[CH:7]=[CH:6][CH:5]=[CH:4][CH:3]=1, predict the reactants needed to synthesize it. The reactants are: [CH2:1]([N:8]1[C:20]2[C:19]3[CH:18]=[C:17]([O:21][CH3:22])[C:16]([C:23]4[C:24]([CH3:29])=[N:25][O:26][C:27]=4[CH3:28])=[CH:15][C:14]=3[N:13]=[C:12]([C:30]([O:32]CC)=[O:31])[C:11]=2[O:10][C:9]1=[O:35])[C:2]1[CH:7]=[CH:6][CH:5]=[CH:4][CH:3]=1.Cl. (2) The reactants are: [C:1]([O:5][C@@H:6]([C:10]1[C:19]([CH3:20])=[CH:18][C:17]2[C:12](=[CH:13][CH:14]=[CH:15][CH:16]=2)[C:11]=1[C:21]1[CH2:26][CH2:25][C:24]([CH3:28])([CH3:27])[CH2:23][CH:22]=1)[C:7]([OH:9])=[O:8])([CH3:4])([CH3:3])[CH3:2].CC1(C)C(C)(C)OB(C2CCC3(CC3)CC=2)O1.[OH-].[Li+]. Given the product [C:1]([O:5][C@@H:6]([C:10]1[C:19]([CH3:20])=[CH:18][C:17]2[C:12](=[CH:13][CH:14]=[CH:15][CH:16]=2)[C:11]=1[C:21]1[CH2:26][CH2:25][C:24]2([CH2:28][CH2:27]2)[CH2:23][CH:22]=1)[C:7]([OH:9])=[O:8])([CH3:4])([CH3:2])[CH3:3], predict the reactants needed to synthesize it.